Dataset: Full USPTO retrosynthesis dataset with 1.9M reactions from patents (1976-2016). Task: Predict the reactants needed to synthesize the given product. (1) Given the product [Cl:47][C:45]1[CH:44]=[CH:43][C:42]([O:48][CH3:49])=[C:41]2[C:46]=1[C:33]1[CH:38]=[C:37]([CH3:39])[CH:36]=[N:35][C:34]=1[NH:40]2, predict the reactants needed to synthesize it. The reactants are: C1(P(C2CCCCC2)C2C=CC=CC=2C2C=CC=CC=2)CCCCC1.CN(C)C(=O)C.Br[C:33]1[C:34]([NH:40][C:41]2[CH:46]=[C:45]([Cl:47])[CH:44]=[CH:43][C:42]=2[O:48][CH3:49])=[N:35][CH:36]=[C:37]([CH3:39])[CH:38]=1.C1CCN2C(=NCCC2)CC1. (2) Given the product [F:17][C:16]([F:19])([F:18])[C:13]1[CH:14]=[CH:15][C:10]([O:9][C:5]2[CH:4]=[C:3]([CH:8]=[CH:7][CH:6]=2)[CH2:2][P:23](=[O:27])([O:24][CH2:25][CH3:26])[O:22][CH2:20][CH3:21])=[CH:11][CH:12]=1, predict the reactants needed to synthesize it. The reactants are: Cl[CH2:2][C:3]1[CH:8]=[CH:7][CH:6]=[C:5]([O:9][C:10]2[CH:15]=[CH:14][C:13]([C:16]([F:19])([F:18])[F:17])=[CH:12][CH:11]=2)[CH:4]=1.[CH2:20]([O:22][P:23]([O:27]CC)[O:24][CH2:25][CH3:26])[CH3:21]. (3) Given the product [NH2:21][C:22]1[N:27]=[CH:26][C:25]([C:2]2[N:3]=[C:4]([N:11]3[CH2:16][CH2:15][O:14][CH:13]([CH2:17][C:18]([OH:20])=[O:19])[CH2:12]3)[C:5]3[S:10][CH:9]=[CH:8][C:6]=3[N:7]=2)=[CH:24][N:23]=1, predict the reactants needed to synthesize it. The reactants are: Cl[C:2]1[N:3]=[C:4]([N:11]2[CH2:16][CH2:15][O:14][CH:13]([CH2:17][C:18]([OH:20])=[O:19])[CH2:12]2)[C:5]2[S:10][CH:9]=[CH:8][C:6]=2[N:7]=1.[NH2:21][C:22]1[N:27]=[CH:26][C:25](B2OC(C)(C)C(C)(C)O2)=[CH:24][N:23]=1.CC#N.CC([O-])=O.[K+]. (4) Given the product [Cl:13][C:14]1[N:15]=[CH:16][C:17]([C:2]2[S:3][C:4]([C:8]([O:10][CH2:11][CH3:12])=[O:9])=[C:5]([CH3:7])[N:6]=2)=[CH:18][CH:19]=1, predict the reactants needed to synthesize it. The reactants are: Br[C:2]1[S:3][C:4]([C:8]([O:10][CH2:11][CH3:12])=[O:9])=[C:5]([CH3:7])[N:6]=1.[Cl:13][C:14]1[CH:19]=[CH:18][C:17](B(O)O)=[CH:16][N:15]=1.C(=O)([O-])[O-].[K+].[K+]. (5) Given the product [OH:12][CH2:11][C:5]([NH:4][C:1](=[O:3])[CH3:2])([CH2:6][OH:7])[CH2:16][CH2:17][C:18]1[CH:19]=[CH:20][C:21]([S:24][C:25]2[CH:30]=[CH:29][C:28]([C:31]3[N:32]=[C:33]([CH3:36])[O:34][CH:35]=3)=[CH:27][CH:26]=2)=[CH:22][CH:23]=1, predict the reactants needed to synthesize it. The reactants are: [C:1]([NH:4][C:5]([CH2:16][CH2:17][C:18]1[CH:23]=[CH:22][C:21]([S:24][C:25]2[CH:30]=[CH:29][C:28]([C:31]3[N:32]=[C:33]([CH3:36])[O:34][CH:35]=3)=[CH:27][CH:26]=2)=[CH:20][CH:19]=1)([C:11](OCC)=[O:12])[C:6](OCC)=[O:7])(=[O:3])[CH3:2].OP([O-])([O-])=O.[K+].[K+].[BH4-].[Na+].[OH-].[Na+].